From a dataset of Full USPTO retrosynthesis dataset with 1.9M reactions from patents (1976-2016). Predict the reactants needed to synthesize the given product. The reactants are: [NH2:1][C:2]1[CH:7]=[C:6]([CH3:8])[CH:5]=[CH:4][N:3]=1.[C:9](OC(=O)C)(=[O:11])[CH3:10]. Given the product [C:9]([NH:1][C:2]1[CH:7]=[C:6]([CH3:8])[CH:5]=[CH:4][N:3]=1)(=[O:11])[CH3:10], predict the reactants needed to synthesize it.